Predict the reactants needed to synthesize the given product. From a dataset of Full USPTO retrosynthesis dataset with 1.9M reactions from patents (1976-2016). (1) Given the product [Br:4][C:5]1[N:10]=[C:9]([NH:11][C:12]2[CH:17]=[C:16]([C:18]([F:21])([F:20])[F:19])[CH:15]=[CH:14][N:13]=2)[CH:8]=[C:7]([CH2:22][O:2][CH3:1])[CH:6]=1, predict the reactants needed to synthesize it. The reactants are: [CH3:1][O-:2].[Na+].[Br:4][C:5]1[N:10]=[C:9]([NH:11][C:12]2[CH:17]=[C:16]([C:18]([F:21])([F:20])[F:19])[CH:15]=[CH:14][N:13]=2)[CH:8]=[C:7]([CH2:22]Br)[CH:6]=1. (2) The reactants are: [CH3:1][O:2][C:3]1[CH:4]=[C:5]([CH:8]=[CH:9][CH:10]=1)[CH2:6][NH2:7].[Br:11][CH2:12][CH2:13][CH2:14][CH2:15][C:16]1([C:29](Cl)=[O:30])[C:28]2[CH:27]=[CH:26][CH:25]=[CH:24][C:23]=2[C:22]2[C:17]1=[CH:18][CH:19]=[CH:20][CH:21]=2. Given the product [CH3:1][O:2][C:3]1[CH:4]=[C:5]([CH:8]=[CH:9][CH:10]=1)[CH2:6][NH:7][C:29]([C:16]1([CH2:15][CH2:14][CH2:13][CH2:12][Br:11])[C:28]2[CH:27]=[CH:26][CH:25]=[CH:24][C:23]=2[C:22]2[C:17]1=[CH:18][CH:19]=[CH:20][CH:21]=2)=[O:30], predict the reactants needed to synthesize it. (3) Given the product [N:9]1[CH:10]=[CH:11][CH:12]=[C:7]([O:6][C:14]2[CH:21]=[CH:20][C:17]([CH:18]=[O:19])=[CH:16][CH:15]=2)[CH:8]=1, predict the reactants needed to synthesize it. The reactants are: CN(C)C=O.[OH:6][C:7]1[CH:8]=[N:9][CH:10]=[CH:11][CH:12]=1.F[C:14]1[CH:21]=[CH:20][C:17]([CH:18]=[O:19])=[CH:16][CH:15]=1.C(=O)([O-])[O-].[K+].[K+]. (4) The reactants are: [N:1]1([CH2:6][C:7]2[CH:12]=[CH:11][C:10]([N:13]3[CH2:18][CH2:17][CH:16]([CH:19]=O)[CH2:15][CH2:14]3)=[CH:9][CH:8]=2)[CH2:5][CH2:4][CH2:3][CH2:2]1.[NH:21]1[CH2:26][CH2:25][S:24][CH2:23][CH2:22]1. Given the product [N:1]1([CH2:6][C:7]2[CH:12]=[CH:11][C:10]([N:13]3[CH2:18][CH2:17][CH:16]([CH2:19][N:21]4[CH2:26][CH2:25][S:24][CH2:23][CH2:22]4)[CH2:15][CH2:14]3)=[CH:9][CH:8]=2)[CH2:5][CH2:4][CH2:3][CH2:2]1, predict the reactants needed to synthesize it. (5) Given the product [CH3:1][C:2]1[C:10]2[N:9]([CH:18]([CH3:20])[CH3:19])[CH:8]=[CH:7][C:6]=2[C:5]([C:11]([O:13][CH3:14])=[O:12])=[CH:4][CH:3]=1, predict the reactants needed to synthesize it. The reactants are: [CH3:1][C:2]1[C:10]2[NH:9][CH:8]=[CH:7][C:6]=2[C:5]([C:11]([O:13][CH3:14])=[O:12])=[CH:4][CH:3]=1.[H-].[Na+].I[CH:18]([CH3:20])[CH3:19].BrC(C)C.